Dataset: Forward reaction prediction with 1.9M reactions from USPTO patents (1976-2016). Task: Predict the product of the given reaction. (1) Given the reactants [Br:1][C:2]1[CH:3]=[C:4]2[C:9](=[CH:10][CH:11]=1)[N:8]=[CH:7][C:6]([OH:12])=[CH:5]2.C([O-])([O-])=O.[K+].[K+].CN(C=O)C.I[CH2:25][CH3:26], predict the reaction product. The product is: [Br:1][C:2]1[CH:3]=[C:4]2[C:9](=[CH:10][CH:11]=1)[N:8]=[CH:7][C:6]([O:12][CH2:25][CH3:26])=[CH:5]2. (2) Given the reactants [S:1]1[C:5]2[C:6]([C:10]3[O:20][C:13]4=[C:14]([NH2:19])[N:15]=[CH:16][C:17](I)=[C:12]4[CH:11]=3)=[CH:7][CH:8]=[CH:9][C:4]=2[CH:3]=[N:2]1.C([Si](C)(C)[O:26][CH:27]1[CH2:32][CH2:31][CH2:30][CH:29]([N:33]2[CH2:37][C:36](B3OC(C)(C)C(C)(C)O3)=[CH:35][NH:34]2)[CH2:28]1)(C)(C)C.[SiH3]O[SiH3], predict the reaction product. The product is: [NH2:19][C:14]1[N:15]=[CH:16][C:17]([C:36]2[CH:35]=[N:34][N:33]([C@H:29]3[CH2:30][CH2:31][CH2:32][C@H:27]([OH:26])[CH2:28]3)[CH:37]=2)=[C:12]2[CH:11]=[C:10]([C:6]3[C:5]4[S:1][N:2]=[CH:3][C:4]=4[CH:9]=[CH:8][CH:7]=3)[O:20][C:13]=12. (3) Given the reactants [CH3:1][N:2]([CH3:14])[C:3]1[CH:4]=[C:5]2[C:10](=[CH:11][CH:12]=1)[C:9](=[O:13])[NH:8][CH:7]=[CH:6]2.C(=O)([O-])[O-].[K+].[K+].[Br:21][C:22]1[CH:27]=[CH:26][CH:25]=[C:24](Br)[C:23]=1[CH3:29], predict the reaction product. The product is: [Br:21][C:22]1[C:23]([CH3:29])=[C:24]([N:8]2[CH:7]=[CH:6][C:5]3[C:10](=[CH:11][CH:12]=[C:3]([N:2]([CH3:14])[CH3:1])[CH:4]=3)[C:9]2=[O:13])[CH:25]=[CH:26][CH:27]=1. (4) Given the reactants [C:1]([C:4]1[C:5]([O:23][CH2:24][CH3:25])=[C:6]([CH:12]2[CH2:15][N:14]([C:16]([O:18][C:19]([CH3:22])([CH3:21])[CH3:20])=[O:17])[CH2:13]2)[C:7]([F:11])=[C:8]([Cl:10])[CH:9]=1)(=[O:3])[CH3:2].[BH4-].[Na+], predict the reaction product. The product is: [Cl:10][C:8]1[C:7]([F:11])=[C:6]([CH:12]2[CH2:13][N:14]([C:16]([O:18][C:19]([CH3:20])([CH3:22])[CH3:21])=[O:17])[CH2:15]2)[C:5]([O:23][CH2:24][CH3:25])=[C:4]([CH:1]([OH:3])[CH3:2])[CH:9]=1. (5) Given the reactants C([O:8][CH2:9][C@@H:10]1[N:15]([C:16]2[CH:21]=[CH:20][C:19]([C:22]([OH:31])([C:27]([F:30])([F:29])[F:28])[C:23]([F:26])([F:25])[F:24])=[CH:18][CH:17]=2)[CH2:14][CH2:13][N:12]([C:32]([O:34][C:35]([CH3:38])([CH3:37])[CH3:36])=[O:33])[CH2:11]1)C1C=CC=CC=1, predict the reaction product. The product is: [OH:8][CH2:9][C@@H:10]1[N:15]([C:16]2[CH:21]=[CH:20][C:19]([C:22]([OH:31])([C:23]([F:24])([F:25])[F:26])[C:27]([F:28])([F:29])[F:30])=[CH:18][CH:17]=2)[CH2:14][CH2:13][N:12]([C:32]([O:34][C:35]([CH3:38])([CH3:37])[CH3:36])=[O:33])[CH2:11]1. (6) Given the reactants [CH:1]1[N:5]2[C:6]3[CH:12]=[CH:11][NH:10][C:7]=3[N:8]=[CH:9][C:4]2=[N:3][N:2]=1.C1N2CN3CN(C2)CN1C3.[C:23](O)(=[O:25])C, predict the reaction product. The product is: [CH:1]1[N:5]2[C:6]3[C:12]([CH:23]=[O:25])=[CH:11][NH:10][C:7]=3[N:8]=[CH:9][C:4]2=[N:3][N:2]=1. (7) Given the reactants [CH:1]([N:14]1[CH2:19][CH2:18][N:17]([C:20](=[O:36])[CH2:21][C:22]2[C:31]([CH:32]3[CH2:34][CH2:33]3)=[CH:30][C:25]([C:26]([O:28]C)=[O:27])=[C:24]([F:35])[CH:23]=2)[CH2:16][CH2:15]1)([C:8]1[CH:13]=[CH:12][CH:11]=[CH:10][CH:9]=1)[C:2]1[CH:7]=[CH:6][CH:5]=[CH:4][CH:3]=1.Cl, predict the reaction product. The product is: [CH:1]([N:14]1[CH2:19][CH2:18][N:17]([C:20](=[O:36])[CH2:21][C:22]2[C:31]([CH:32]3[CH2:34][CH2:33]3)=[CH:30][C:25]([C:26]([OH:28])=[O:27])=[C:24]([F:35])[CH:23]=2)[CH2:16][CH2:15]1)([C:8]1[CH:13]=[CH:12][CH:11]=[CH:10][CH:9]=1)[C:2]1[CH:3]=[CH:4][CH:5]=[CH:6][CH:7]=1.